Dataset: Peptide-MHC class I binding affinity with 185,985 pairs from IEDB/IMGT. Task: Regression. Given a peptide amino acid sequence and an MHC pseudo amino acid sequence, predict their binding affinity value. This is MHC class I binding data. (1) The peptide sequence is DYMPSMKRF. The MHC is HLA-A23:01 with pseudo-sequence HLA-A23:01. The binding affinity (normalized) is 0.708. (2) The peptide sequence is DDALFIYGY. The MHC is HLA-A02:19 with pseudo-sequence HLA-A02:19. The binding affinity (normalized) is 0.0847. (3) The peptide sequence is MGKTITDVK. The MHC is HLA-B27:05 with pseudo-sequence HLA-B27:05. The binding affinity (normalized) is 0.0847. (4) The peptide sequence is CIIGTVSKF. The MHC is HLA-A30:01 with pseudo-sequence HLA-A30:01. The binding affinity (normalized) is 0.0847. (5) The peptide sequence is IHSDQLSKF. The MHC is HLA-A02:03 with pseudo-sequence HLA-A02:03. The binding affinity (normalized) is 0.0847. (6) The peptide sequence is EEEVLTGNL. The MHC is Mamu-A11 with pseudo-sequence Mamu-A11. The binding affinity (normalized) is 0.418. (7) The peptide sequence is TVFYNIPPM. The MHC is SLA-30401 with pseudo-sequence SLA-30401. The binding affinity (normalized) is 0.0847. (8) The peptide sequence is MPEKRNVVV. The MHC is HLA-B07:02 with pseudo-sequence HLA-B07:02. The binding affinity (normalized) is 0.946. (9) The peptide sequence is FQTKGLGISY. The MHC is HLA-B40:02 with pseudo-sequence HLA-B40:02. The binding affinity (normalized) is 0.